From a dataset of Full USPTO retrosynthesis dataset with 1.9M reactions from patents (1976-2016). Predict the reactants needed to synthesize the given product. (1) Given the product [Cl:28][C:7]1[CH:8]=[C:9]([O:12][CH2:13][C:14]2[N:15]=[C:16]([C:20]3[CH:25]=[CH:24][C:23]([F:26])=[C:22]([CH3:27])[CH:21]=3)[O:17][C:18]=2[CH3:19])[CH:10]=[CH:11][C:6]=1[CH2:5][C@H:4]([O:29][CH2:30][CH3:31])[C:3]([OH:32])=[O:2], predict the reactants needed to synthesize it. The reactants are: C[O:2][C:3](=[O:32])[C@@H:4]([O:29][CH2:30][CH3:31])[CH2:5][C:6]1[CH:11]=[CH:10][C:9]([O:12][CH2:13][C:14]2[N:15]=[C:16]([C:20]3[CH:25]=[CH:24][C:23]([F:26])=[C:22]([CH3:27])[CH:21]=3)[O:17][C:18]=2[CH3:19])=[CH:8][C:7]=1[Cl:28].[Li+].[OH-]. (2) Given the product [Cl:37][C:34]1[CH:35]=[CH:36][C:31]([NH:30][C:24]2[C:23]3[C:28](=[CH:29][C:20]([O:19][CH2:18][CH2:17][CH2:16][C:13]([N:41]4[CH2:46][CH2:45][O:44][CH2:43][CH2:42]4)=[O:14])=[C:21]([O:39][CH3:40])[CH:22]=3)[N:27]=[CH:26][N:25]=2)=[C:32]([F:38])[CH:33]=1, predict the reactants needed to synthesize it. The reactants are: Cl.CN(C)CCCN=C=NCC.[C:13]([CH2:16][CH2:17][CH2:18][O:19][C:20]1[CH:29]=[C:28]2[C:23]([C:24]([NH:30][C:31]3[CH:36]=[CH:35][C:34]([Cl:37])=[CH:33][C:32]=3[F:38])=[N:25][CH:26]=[N:27]2)=[CH:22][C:21]=1[O:39][CH3:40])(O)=[O:14].[NH:41]1[CH2:46][CH2:45][O:44][CH2:43][CH2:42]1. (3) Given the product [NH2:1][C:2]1[N:7]=[C:6]([NH:8][CH2:9][CH2:10][CH2:11][N:12]2[CH2:16][CH2:15][CH2:14][C:13]2=[O:17])[CH:5]=[C:4]([C:21]2[CH:22]=[C:23]([S:26]([N:29]3[CH2:34][CH2:33][O:32][CH2:31][CH2:30]3)(=[O:28])=[O:27])[CH:24]=[CH:25][C:20]=2[CH3:19])[N:3]=1, predict the reactants needed to synthesize it. The reactants are: [NH2:1][C:2]1[N:7]=[C:6]([NH:8][CH2:9][CH2:10][CH2:11][N:12]2[CH2:16][CH2:15][CH2:14][C:13]2=[O:17])[CH:5]=[C:4](Cl)[N:3]=1.[CH3:19][C:20]1[CH:25]=[CH:24][C:23]([S:26]([N:29]2[CH2:34][CH2:33][O:32][CH2:31][CH2:30]2)(=[O:28])=[O:27])=[CH:22][C:21]=1B(O)O.C(=O)([O-])[O-].[K+].[K+].